Dataset: Forward reaction prediction with 1.9M reactions from USPTO patents (1976-2016). Task: Predict the product of the given reaction. (1) Given the reactants Br[C:2]1[CH:3]=[C:4]([N:8]2[C:16]3[C:11](=[N:12][CH:13]=[CH:14][CH:15]=3)[C:10]([C:17]([NH2:19])=[O:18])=[N:9]2)[CH:5]=[CH:6][CH:7]=1.[C:20]([C@:22]1([OH:29])[CH2:26][CH2:25][N:24]([CH3:27])[C:23]1=[O:28])#[CH:21], predict the reaction product. The product is: [OH:29][C@@:22]1([C:20]#[C:21][C:2]2[CH:3]=[C:4]([N:8]3[C:16]4[C:11](=[N:12][CH:13]=[CH:14][CH:15]=4)[C:10]([C:17]([NH2:19])=[O:18])=[N:9]3)[CH:5]=[CH:6][CH:7]=2)[CH2:26][CH2:25][N:24]([CH3:27])[C:23]1=[O:28]. (2) Given the reactants [NH:1]1[CH:5]=[CH:4][N:3]=[C:2]1[C:6]1[N:11]=[CH:10][C:9]([C:12]2[CH:13]=[CH:14][C:15]3[O:21][CH2:20][CH2:19][NH:18][CH2:17][C:16]=3[CH:22]=2)=[CH:8][CH:7]=1.C(N(C(C)C)CC)(C)C.[C:32](Cl)([Cl:34])=[O:33], predict the reaction product. The product is: [NH:1]1[CH:5]=[CH:4][N:3]=[C:2]1[C:6]1[N:11]=[CH:10][C:9]([C:12]2[CH:13]=[CH:14][C:15]3[O:21][CH2:20][CH2:19][N:18]([C:32]([Cl:34])=[O:33])[CH2:17][C:16]=3[CH:22]=2)=[CH:8][CH:7]=1. (3) Given the reactants [F:1][C:2]1[CH:3]=[C:4]([C:10]2[C:15]([C:16]3[CH:21]=[CH:20][C:19]([O:22][CH3:23])=[C:18]([F:24])[CH:17]=3)=[N:14][NH:13][C:12](=[O:25])[CH:11]=2)[CH:5]=[CH:6][C:7]=1[O:8][CH3:9].[CH2:26](Br)[C:27]1[CH:32]=[CH:31][CH:30]=[CH:29][CH:28]=1, predict the reaction product. The product is: [CH2:26]([N:13]1[C:12](=[O:25])[CH:11]=[C:10]([C:4]2[CH:5]=[CH:6][C:7]([O:8][CH3:9])=[C:2]([F:1])[CH:3]=2)[C:15]([C:16]2[CH:21]=[CH:20][C:19]([O:22][CH3:23])=[C:18]([F:24])[CH:17]=2)=[N:14]1)[C:27]1[CH:32]=[CH:31][CH:30]=[CH:29][CH:28]=1. (4) Given the reactants [CH2:1]([O:8][C:9](=[O:29])[NH:10][C:11]1[CH:16]=[CH:15][C:14]([C:17]2[CH:22]=[CH:21][N:20]=[CH:19][C:18]=2[O:23][CH3:24])=[CH:13][C:12]=1[O:25][CH:26]([CH3:28])[CH3:27])[C:2]1[CH:7]=[CH:6][CH:5]=[CH:4][CH:3]=1.[CH3:30][I:31], predict the reaction product. The product is: [I-:31].[CH2:1]([O:8][C:9]([NH:10][C:11]1[CH:16]=[CH:15][C:14]([C:17]2[CH:22]=[CH:21][N+:20]([CH3:30])=[CH:19][C:18]=2[O:23][CH3:24])=[CH:13][C:12]=1[O:25][CH:26]([CH3:27])[CH3:28])=[O:29])[C:2]1[CH:3]=[CH:4][CH:5]=[CH:6][CH:7]=1.